Dataset: Full USPTO retrosynthesis dataset with 1.9M reactions from patents (1976-2016). Task: Predict the reactants needed to synthesize the given product. (1) Given the product [NH2:24][C:25]1[C:26]([C:33]([NH:12][C:10]([S:9][CH3:8])=[NH:11])=[O:34])=[N:27][C:28]([Cl:32])=[C:29]([NH2:31])[N:30]=1, predict the reactants needed to synthesize it. The reactants are: [OH-].[Na+].S(O)(O)(=O)=O.[CH3:8][S:9][C:10](=[NH:12])[NH2:11].CC(OC)(C)C.C1COCC1.[NH2:24][C:25]1[C:26]([C:33](OC(C)=CC(=O)NC(C)(C)C)=[O:34])=[N:27][C:28]([Cl:32])=[C:29]([NH2:31])[N:30]=1. (2) The reactants are: [Fe:1]([Cl:3])[Cl:2].[CH3:4][C:5]1[CH:10]=[CH:9][CH:8]=[CH:7][C:6]=1[N:11]=[C:12]([C:14]1[CH:19]=[CH:18][CH:17]=[C:16]([C:20](=[N:22][C:23]2[CH:28]=[CH:27][CH:26]=[CH:25][C:24]=2[CH3:29])[CH3:21])[N:15]=1)[CH3:13]. Given the product [Fe:1]([Cl:3])[Cl:2].[CH3:29][C:24]1[CH:25]=[CH:26][CH:27]=[CH:28][C:23]=1[N:22]=[C:20]([C:16]1[CH:17]=[CH:18][CH:19]=[C:14]([C:12](=[N:11][C:6]2[CH:7]=[CH:8][CH:9]=[CH:10][C:5]=2[CH3:4])[CH3:13])[N:15]=1)[CH3:21], predict the reactants needed to synthesize it. (3) Given the product [Br:30][C:21]1[C:12]2[C:13](=[N:14][CH:15]=[C:16]3[C:17](=[O:18])[N:9]([CH2:1][CH2:2][C:3]4[CH:4]=[CH:5][CH:6]=[CH:7][CH:8]=4)[C:10](=[O:22])[C:11]3=2)[NH:19][N:20]=1, predict the reactants needed to synthesize it. The reactants are: [CH2:1]([N:9]1[C:17](=[O:18])[C:16]2[C:11](=[C:12]3[CH:21]=[N:20][NH:19][C:13]3=[N:14][CH:15]=2)[C:10]1=[O:22])[CH2:2][C:3]1[CH:8]=[CH:7][CH:6]=[CH:5][CH:4]=1.C1C(=O)N([Br:30])C(=O)C1.O. (4) Given the product [C:1]([O:5][C:6](=[O:19])[CH2:7][CH2:8][N:9]([C:30](=[O:31])[CH2:29][O:28][NH:27][C:25]([O:24][C:20]([CH3:22])([CH3:21])[CH3:23])=[O:26])[CH2:10][CH2:11][C:12]([O:14][C:15]([CH3:18])([CH3:17])[CH3:16])=[O:13])([CH3:4])([CH3:3])[CH3:2], predict the reactants needed to synthesize it. The reactants are: [C:1]([O:5][C:6](=[O:19])[CH2:7][CH2:8][NH:9][CH2:10][CH2:11][C:12]([O:14][C:15]([CH3:18])([CH3:17])[CH3:16])=[O:13])([CH3:4])([CH3:3])[CH3:2].[C:20]([O:24][C:25]([NH:27][O:28][CH2:29][C:30](O)=[O:31])=[O:26])([CH3:23])([CH3:22])[CH3:21].ON1C2C=CC=CC=2N=N1.CCN(C(C)C)C(C)C.Cl.CN(C)CCCN=C=NCC. (5) Given the product [CH3:1][N:2]([CH:4]([C:13]1[CH:18]=[CH:17][CH:16]=[C:15]([F:19])[CH:14]=1)[CH:5]1[CH2:10][CH2:9][CH:8]([CH2:11][CH:22]=[O:23])[CH2:7][CH2:6]1)[CH3:3], predict the reactants needed to synthesize it. The reactants are: [CH3:1][N:2]([CH:4]([C:13]1[CH:18]=[CH:17][CH:16]=[C:15]([F:19])[CH:14]=1)[CH:5]1[CH2:10][CH2:9][CH:8]([CH:11]=O)[CH2:7][CH2:6]1)[CH3:3].C1C[O:23][CH2:22]C1.Cl. (6) Given the product [C:25]([OH:32])(=[O:31])/[CH:26]=[CH:27]/[C:28]([OH:30])=[O:29].[CH3:15][C:13]1[CH:12]=[CH:11][C:8]([C:9]#[N:10])=[C:7]([O:6][C:5]2[CH:16]=[CH:17][CH:18]=[C:3]([CH2:1][NH:22][CH3:21])[CH:4]=2)[N:14]=1, predict the reactants needed to synthesize it. The reactants are: [CH:1]([C:3]1[CH:4]=[C:5]([CH:16]=[CH:17][CH:18]=1)[O:6][C:7]1[N:14]=[C:13]([CH3:15])[CH:12]=[CH:11][C:8]=1[C:9]#[N:10])=O.CN.[C:21]([BH3-])#[N:22].[Na+].[C:25]([OH:32])(=[O:31])/[CH:26]=[CH:27]/[C:28]([OH:30])=[O:29].